Dataset: Reaction yield outcomes from USPTO patents with 853,638 reactions. Task: Predict the reaction yield, written as a fraction of the theoretical maximum amount of product (1.0 means a 100% yield; for example, 0.34 means a 34% yield). The product is [Cl:22][C:17]1[CH:16]=[C:15]([C:13]2[N:14]=[C:10]([C:8]3[CH:9]=[C:4]([C:3]([OH:2])=[O:24])[C:5]([C:28]4[CH:29]=[C:30]([CH3:33])[CH:31]=[CH:32][C:27]=4[CH:25]=[O:26])=[CH:6][CH:7]=3)[S:11][CH:12]=2)[CH:20]=[CH:19][C:18]=1[Cl:21]. The reactants are C[O:2][C:3](=[O:24])[C:4]1[CH:9]=[C:8]([C:10]2[S:11][CH:12]=[C:13]([C:15]3[CH:20]=[CH:19][C:18]([Cl:21])=[C:17]([Cl:22])[CH:16]=3)[N:14]=2)[CH:7]=[CH:6][C:5]=1Br.[CH:25]([C:27]1[CH:32]=[CH:31][C:30]([CH3:33])=[CH:29][C:28]=1B(O)O)=[O:26]. The yield is 0.190. No catalyst specified.